From a dataset of Reaction yield outcomes from USPTO patents with 853,638 reactions. Predict the reaction yield, written as a fraction of the theoretical maximum amount of product (1.0 means a 100% yield; for example, 0.34 means a 34% yield). (1) The reactants are [CH:1]1([Mg]Br)[CH2:3][CH2:2]1.[Cl:6][C:7]1[CH:36]=[CH:35][CH:34]=[C:33]([C:37]([F:40])([F:39])[F:38])[C:8]=1[C:9]([N:11]1[C:19]2[C:14](=[N:15][CH:16]=[C:17]([CH:20]=[O:21])[CH:18]=2)[C:13]([C:22]2[CH:31]=[CH:30][C:25]([C:26]([O:28][CH3:29])=[O:27])=[CH:24][C:23]=2[F:32])=[N:12]1)=[O:10].O. The catalyst is C1COCC1. The product is [Cl:6][C:7]1[CH:36]=[CH:35][CH:34]=[C:33]([C:37]([F:39])([F:38])[F:40])[C:8]=1[C:9]([N:11]1[C:19]2[C:14](=[N:15][CH:16]=[C:17]([CH:20]([CH:1]3[CH2:3][CH2:2]3)[OH:21])[CH:18]=2)[C:13]([C:22]2[CH:31]=[CH:30][C:25]([C:26]([O:28][CH3:29])=[O:27])=[CH:24][C:23]=2[F:32])=[N:12]1)=[O:10]. The yield is 0.297. (2) No catalyst specified. The reactants are [F:1][C:2]1[C:11]2[C:6](=[CH:7][CH:8]=[CH:9][CH:10]=2)[N:5]=[C:4]([C:12]2[CH:17]=[CH:16][C:15]([N:18](C)[C:19](=O)OC(C)(C)C)=[CH:14][CH:13]=2)[CH:3]=1.C(O)(C(F)(F)F)=O. The product is [F:1][C:2]1[C:11]2[C:6](=[CH:7][CH:8]=[CH:9][CH:10]=2)[N:5]=[C:4]([C:12]2[CH:17]=[CH:16][C:15]([NH:18][CH3:19])=[CH:14][CH:13]=2)[CH:3]=1. The yield is 0.550. (3) The reactants are [F:1][C:2]1[CH:3]=[C:4]([CH:8]=[C:9]([F:11])[CH:10]=1)[C:5](Cl)=[O:6].[CH2:12]([NH:19][C:20]([C:22]1[S:26][C:25]([NH2:27])=[N:24][C:23]=1[CH3:28])=[O:21])[C:13]1[CH:18]=[CH:17][CH:16]=[CH:15][CH:14]=1. No catalyst specified. The product is [CH2:12]([NH:19][C:20]([C:22]1[S:26][C:25]([NH:27][C:5](=[O:6])[C:4]2[CH:3]=[C:2]([F:1])[CH:10]=[C:9]([F:11])[CH:8]=2)=[N:24][C:23]=1[CH3:28])=[O:21])[C:13]1[CH:18]=[CH:17][CH:16]=[CH:15][CH:14]=1. The yield is 0.480. (4) The reactants are [CH2:1]([C:3]1[NH:4][C:5]([C:8]2[C:9](F)=[CH:10][C:11]([CH3:30])=[C:12]([C:14]([N:16]3[CH2:21][CH2:20][CH:19]([C:22]4[CH:29]=[CH:28][C:25]([C:26]#[N:27])=[CH:24][CH:23]=4)[CH2:18][CH2:17]3)=[O:15])[CH:13]=2)=[N:6][N:7]=1)[CH3:2].Cl.[NH:33]1[CH2:36][CH2:35][CH2:34]1.C(=O)([O-])[O-].[K+].[K+]. The catalyst is O1CCOCC1. The product is [N:33]1([C:9]2[C:8]([C:5]3[NH:4][C:3]([CH2:1][CH3:2])=[N:7][N:6]=3)=[CH:13][C:12]([C:14]([N:16]3[CH2:17][CH2:18][CH:19]([C:22]4[CH:23]=[CH:24][C:25]([C:26]#[N:27])=[CH:28][CH:29]=4)[CH2:20][CH2:21]3)=[O:15])=[C:11]([CH3:30])[CH:10]=2)[CH2:36][CH2:35][CH2:34]1. The yield is 0.200.